This data is from Full USPTO retrosynthesis dataset with 1.9M reactions from patents (1976-2016). The task is: Predict the reactants needed to synthesize the given product. (1) Given the product [Cl:8][C:7]1[C:2]([N:14]2[CH2:13][CH2:12][NH:11][C@H:10]([CH3:9])[CH2:15]2)=[N:3][CH:4]=[CH:5][CH:6]=1, predict the reactants needed to synthesize it. The reactants are: Cl[C:2]1[C:7]([Cl:8])=[CH:6][CH:5]=[CH:4][N:3]=1.[CH3:9][C@@H:10]1[CH2:15][NH:14][CH2:13][CH2:12][NH:11]1.C([O-])([O-])=O.[K+].[K+].CO.C(Cl)(Cl)Cl. (2) Given the product [CH3:22][C:21]1[C:16]([N:13]2[CH2:14][CH2:15][N:10]([C:8]([C:5]3[CH:6]=[CH:7][C:2]([N:34]4[CH2:35][CH2:36][O:32][C:33]4=[O:37])=[CH:3][C:4]=3[N:24]3[CH2:29][CH2:28][CH2:27][CH2:26][S:25]3(=[O:31])=[O:30])=[O:9])[CH2:11][CH2:12]2)=[N:17][CH:18]=[C:19]([CH3:23])[CH:20]=1, predict the reactants needed to synthesize it. The reactants are: Cl[C:2]1[CH:7]=[CH:6][C:5]([C:8]([N:10]2[CH2:15][CH2:14][N:13]([C:16]3[C:21]([CH3:22])=[CH:20][C:19]([CH3:23])=[CH:18][N:17]=3)[CH2:12][CH2:11]2)=[O:9])=[C:4]([N:24]2[CH2:29][CH2:28][CH2:27][CH2:26][S:25]2(=[O:31])=[O:30])[CH:3]=1.[O:32]1[CH2:36][CH2:35][NH:34][C:33]1=[O:37].